This data is from Catalyst prediction with 721,799 reactions and 888 catalyst types from USPTO. The task is: Predict which catalyst facilitates the given reaction. (1) Reactant: CC1(C)[O:6][C@@H:5]([CH2:7][O:8][C:9]2[N:14]=[C:13]([NH:15][C:16]([C:18]3[N:22]4[N:23]=[C:24]([C:29]5[CH:34]=[CH:33][CH:32]=[CH:31][C:30]=5[C:35]([F:38])([F:37])[F:36])[C:25]([CH3:28])=[C:26]([CH3:27])[C:21]4=[N:20][CH:19]=3)=[O:17])[CH:12]=[CH:11][CH:10]=2)[CH2:4][O:3]1.Cl.O.C([O-])(O)=O.[Na+]. Product: [OH:6][C@H:5]([CH2:4][OH:3])[CH2:7][O:8][C:9]1[N:14]=[C:13]([NH:15][C:16]([C:18]2[N:22]3[N:23]=[C:24]([C:29]4[CH:34]=[CH:33][CH:32]=[CH:31][C:30]=4[C:35]([F:36])([F:38])[F:37])[C:25]([CH3:28])=[C:26]([CH3:27])[C:21]3=[N:20][CH:19]=2)=[O:17])[CH:12]=[CH:11][CH:10]=1. The catalyst class is: 1. (2) Product: [CH3:23][N:22]([CH3:24])[C:20]([C:19]1[C:18]([CH3:29])=[C:17]([N:16]=[C:1]=[O:2])[C:27]([CH3:28])=[CH:26][CH:25]=1)=[O:21]. Reactant: [C:1](OC(OC(C)(C)C)=O)(OC(C)(C)C)=[O:2].[NH2:16][C:17]1[C:18]([CH3:29])=[C:19]([CH:25]=[CH:26][C:27]=1[CH3:28])[C:20]([N:22]([CH3:24])[CH3:23])=[O:21]. The catalyst class is: 172. (3) Reactant: Cl[CH2:2][C:3]([NH:5][C:6]([CH3:19])([CH2:12][C:13]1[CH:18]=[CH:17][CH:16]=[CH:15][CH:14]=1)[C:7](OCC)=[O:8])=[O:4].[CH3:20][NH2:21]. Product: [CH2:12]([C:6]1([CH3:19])[NH:5][C:3](=[O:4])[CH2:2][N:21]([CH3:20])[C:7]1=[O:8])[C:13]1[CH:18]=[CH:17][CH:16]=[CH:15][CH:14]=1. The catalyst class is: 8. (4) Reactant: [CH:1]1([N:5]2[CH2:11][C:10]([F:13])([F:12])[C:9](=[O:14])[N:8]([CH3:15])[C:7]3[CH:16]=[N:17][C:18]([NH:20][C:21]4[CH:29]=[CH:28][C:24]([C:25](O)=[O:26])=[CH:23][CH:22]=4)=[N:19][C:6]2=3)[CH2:4][CH2:3][CH2:2]1.C(N(CC)CC)C.CN(C(=[N+](C)C)ON1C2=NC=CC=C2N=N1)C.F[P-](F)(F)(F)(F)F.Cl.[CH:62]1[C:74]2[CH:73]([CH2:75][O:76][C:77](=[O:85])[NH:78][CH:79]3[CH2:84][CH2:83][NH:82][CH2:81][CH2:80]3)[C:72]3[C:67](=[CH:68][CH:69]=[CH:70][CH:71]=3)[C:66]=2[CH:65]=[CH:64][CH:63]=1. Product: [CH:62]1[C:74]2[CH:73]([CH2:75][O:76][C:77](=[O:85])[NH:78][CH:79]3[CH2:80][CH2:81][N:82]([C:25](=[O:26])[C:24]4[CH:28]=[CH:29][C:21]([NH:20][C:18]5[N:17]=[CH:16][C:7]6[N:8]([CH3:15])[C:9](=[O:14])[C:10]([F:12])([F:13])[CH2:11][N:5]([CH:1]7[CH2:4][CH2:3][CH2:2]7)[C:6]=6[N:19]=5)=[CH:22][CH:23]=4)[CH2:83][CH2:84]3)[C:72]3[C:67](=[CH:68][CH:69]=[CH:70][CH:71]=3)[C:66]=2[CH:65]=[CH:64][CH:63]=1. The catalyst class is: 434. (5) Reactant: [F:1][C:2]1[CH:3]=[CH:4][C:5]([O:13][CH3:14])=[C:6]2[C:11]=1[O:10][CH2:9][CH:8]([NH2:12])[CH2:7]2.Br[CH2:16][CH2:17][CH2:18][C:19]1[C:27]2[C:22](=[CH:23][CH:24]=[C:25]([F:28])[CH:26]=2)[NH:21][CH:20]=1.C(N(CC)CC)C.CO.CCOC(C)=O. Product: [F:28][C:25]1[CH:26]=[C:27]2[C:22](=[CH:23][CH:24]=1)[NH:21][CH:20]=[C:19]2[CH2:18][CH2:17][CH2:16][NH:12][CH:8]1[CH2:7][C:6]2[C:11](=[C:2]([F:1])[CH:3]=[CH:4][C:5]=2[O:13][CH3:14])[O:10][CH2:9]1. The catalyst class is: 16.